From a dataset of Full USPTO retrosynthesis dataset with 1.9M reactions from patents (1976-2016). Predict the reactants needed to synthesize the given product. (1) Given the product [F:1][C:2]1[CH:3]=[CH:4][C:5]2[NH:11][C:12](=[O:13])[O:8][C:7](=[O:9])[C:6]=2[CH:10]=1, predict the reactants needed to synthesize it. The reactants are: [F:1][C:2]1[CH:10]=[C:6]([C:7]([OH:9])=[O:8])[C:5]([NH2:11])=[CH:4][CH:3]=1.[C:12](Cl)(Cl)=[O:13].C(=O)([O-])O.[Na+]. (2) Given the product [Cl:27][C:28]1[CH:29]=[CH:30][C:31]([C:34]2[CH:39]=[CH:38][C:37]([O:40][CH3:41])=[CH:36][C:35]=2[CH2:42][O:1][C:2]2[CH:7]=[CH:6][C:5]([C:8]3[N:9]([CH:21]4[CH2:26][CH2:25][CH2:24][CH2:23][CH2:22]4)[CH:10]=[C:11](/[CH:13]=[C:14](\[CH3:20])/[C:15]([O:17][CH2:18][CH3:19])=[O:16])[N:12]=3)=[CH:4][CH:3]=2)=[CH:32][CH:33]=1, predict the reactants needed to synthesize it. The reactants are: [OH:1][C:2]1[CH:7]=[CH:6][C:5]([C:8]2[N:9]([CH:21]3[CH2:26][CH2:25][CH2:24][CH2:23][CH2:22]3)[CH:10]=[C:11](/[CH:13]=[C:14](\[CH3:20])/[C:15]([O:17][CH2:18][CH3:19])=[O:16])[N:12]=2)=[CH:4][CH:3]=1.[Cl:27][C:28]1[CH:33]=[CH:32][C:31]([C:34]2[CH:39]=[CH:38][C:37]([O:40][CH3:41])=[CH:36][C:35]=2[CH2:42]Br)=[CH:30][CH:29]=1. (3) Given the product [Cl:1][C:2]1[CH:3]=[C:4]2[C:9](=[CH:10][C:11]=1[Cl:12])[C:8](=[O:13])[N:7]([CH2:14][C:15]([CH3:16])([CH3:18])[CH3:17])[C:6]([C:19]([O:21][C:22]([CH3:24])([CH3:23])[CH3:25])=[O:20])=[C:5]2[C:34]1[CH:39]=[CH:38][CH:37]=[CH:36][CH:35]=1, predict the reactants needed to synthesize it. The reactants are: [Cl:1][C:2]1[CH:3]=[C:4]2[C:9](=[CH:10][C:11]=1[Cl:12])[C:8](=[O:13])[N:7]([CH2:14][C:15]([CH3:18])([CH3:17])[CH3:16])[C:6]([C:19]([O:21][C:22]([CH3:25])([CH3:24])[CH3:23])=[O:20])=[C:5]2OS(C(F)(F)F)(=O)=O.[C:34]1(B(O)O)[CH:39]=[CH:38][CH:37]=[CH:36][CH:35]=1.C(=O)([O-])[O-].[Na+].[Na+]. (4) Given the product [C:1]([O:5][C:6](=[O:26])[NH:7][C@H:8]1[C@H:17]([O:18][CH3:19])[CH2:16][C:15]2[C:10](=[CH:11][C:12]([C:20](=[O:29])[NH2:21])=[CH:13][CH:14]=2)[C:9]1([CH2:22][CH3:23])[CH2:24][CH3:25])([CH3:3])([CH3:4])[CH3:2], predict the reactants needed to synthesize it. The reactants are: [C:1]([O:5][C:6](=[O:26])[NH:7][C@H:8]1[C@H:17]([O:18][CH3:19])[CH2:16][C:15]2[C:10](=[CH:11][C:12]([C:20]#[N:21])=[CH:13][CH:14]=2)[C:9]1([CH2:24][CH3:25])[CH2:22][CH3:23])([CH3:4])([CH3:3])[CH3:2].C([OH:29])C.CN(C=O)C. (5) Given the product [CH3:1][N:2]([CH3:47])[CH2:3][C:4]([N:6]1[C:14]2[C:9](=[CH:10][C:11]([O:45][CH3:46])=[C:12]([NH:15][C:16]3[N:29]=[C:20]([NH:21][C:22]4[CH:23]=[CH:24][CH:25]=[C:26]([F:31])[C:27]=4[C:28]([NH:50][CH2:48][CH3:49])=[O:30])[C:19]4[CH:32]=[CH:33][N:34]([S:35]([C:38]5[CH:39]=[CH:40][C:41]([CH3:44])=[CH:42][CH:43]=5)(=[O:37])=[O:36])[C:18]=4[N:17]=3)[CH:13]=2)[CH2:8][CH2:7]1)=[O:5], predict the reactants needed to synthesize it. The reactants are: [CH3:1][N:2]([CH3:47])[CH2:3][C:4]([N:6]1[C:14]2[C:9](=[CH:10][C:11]([O:45][CH3:46])=[C:12]([NH:15][C:16]3[N:29]4[C:20](=[N:21][C:22]5[C:27]([C:28]4=[O:30])=[C:26]([F:31])[CH:25]=[CH:24][CH:23]=5)[C:19]4[CH:32]=[CH:33][N:34]([S:35]([C:38]5[CH:43]=[CH:42][C:41]([CH3:44])=[CH:40][CH:39]=5)(=[O:37])=[O:36])[C:18]=4[N:17]=3)[CH:13]=2)[CH2:8][CH2:7]1)=[O:5].[CH2:48]([NH2:50])[CH3:49]. (6) Given the product [F:1][C:2]1[CH:7]=[C:6]([I:11])[CH:5]=[CH:4][C:3]=1[OH:8], predict the reactants needed to synthesize it. The reactants are: [F:1][C:2]1[CH:7]=[CH:6][CH:5]=[CH:4][C:3]=1[OH:8].[OH-].[Na+].[I:11]I.CCOC(C)=O.